This data is from Full USPTO retrosynthesis dataset with 1.9M reactions from patents (1976-2016). The task is: Predict the reactants needed to synthesize the given product. Given the product [S:12]1[CH:13]=[CH:14][CH:15]=[C:11]1[C:10]1[CH:9]=[CH:8][CH:7]=[C:3]2[C:2]=1[N:1]=[CH:16][N:18]=[C:4]2[OH:5], predict the reactants needed to synthesize it. The reactants are: [NH2:1][C:2]1[C:10]([C:11]2[S:12][CH:13]=[CH:14][CH:15]=2)=[CH:9][CH:8]=[CH:7][C:3]=1[C:4](O)=[O:5].[CH:16]([NH2:18])=O.